Dataset: Full USPTO retrosynthesis dataset with 1.9M reactions from patents (1976-2016). Task: Predict the reactants needed to synthesize the given product. (1) Given the product [CH3:1][O:2][C:3]1[CH:4]=[C:5]([S:11]([N:14]2[CH2:15][CH2:16][N:17]([S:39]([C:33]3[CH:34]=[CH:35][C:36]([O:37][CH3:38])=[C:31]([CH2:29][CH3:30])[CH:32]=3)(=[O:41])=[O:40])[CH2:18][CH2:19]2)(=[O:13])=[O:12])[CH:6]=[CH:7][C:8]=1[O:9][CH3:10], predict the reactants needed to synthesize it. The reactants are: [CH3:1][O:2][C:3]1[CH:4]=[C:5]([S:11]([N:14]2[CH2:19][CH2:18][NH:17][CH2:16][CH2:15]2)(=[O:13])=[O:12])[CH:6]=[CH:7][C:8]=1[O:9][CH3:10].CCN(C(C)C)C(C)C.[CH2:29]([C:31]1[CH:32]=[C:33]([S:39](Cl)(=[O:41])=[O:40])[CH:34]=[CH:35][C:36]=1[O:37][CH3:38])[CH3:30]. (2) Given the product [CH3:1][O:2][C:3](=[O:13])[C:4]1[CH:9]=[C:8]([CH:10]=[O:11])[CH:7]=[C:6]([Cl:12])[CH:5]=1, predict the reactants needed to synthesize it. The reactants are: [CH3:1][O:2][C:3](=[O:13])[C:4]1[CH:9]=[C:8]([CH2:10][OH:11])[CH:7]=[C:6]([Cl:12])[CH:5]=1. (3) Given the product [CH2:26]([O:1][C:2]1[CH:7]=[CH:6][C:5]([CH2:8][CH2:9][C:10]2[CH:11]=[CH:12][C:13]3[O:17][C:16]([CH:18]([NH:20][C:21](=[O:23])[CH3:22])[CH3:19])=[CH:15][C:14]=3[CH:24]=2)=[CH:4][CH:3]=1)[CH2:27][CH2:28][CH3:29], predict the reactants needed to synthesize it. The reactants are: [OH:1][C:2]1[CH:7]=[CH:6][C:5]([CH2:8][CH2:9][C:10]2[CH:11]=[CH:12][C:13]3[O:17][C:16]([CH:18]([NH:20][C:21](=[O:23])[CH3:22])[CH3:19])=[CH:15][C:14]=3[CH:24]=2)=[CH:4][CH:3]=1.Br[CH2:26][CH2:27][CH2:28][CH3:29].